From a dataset of Full USPTO retrosynthesis dataset with 1.9M reactions from patents (1976-2016). Predict the reactants needed to synthesize the given product. (1) Given the product [C:1]([C:3]1[C:8]2[N:9]=[C:10]([CH:12]3[CH2:14][CH2:13]3)[O:11][C:7]=2[C:6]([CH2:15][C:16]([O:18][CH3:19])=[O:17])=[C:5]([C:24]2[CH:25]=[CH:26][CH:27]=[CH:28][CH:29]=2)[C:4]=1[CH3:30])#[N:2], predict the reactants needed to synthesize it. The reactants are: [C:1]([C:3]1[C:8]2[N:9]=[C:10]([CH:12]3[CH2:14][CH2:13]3)[O:11][C:7]=2[C:6]([CH:15](C(OC)=O)[C:16]([O:18][CH3:19])=[O:17])=[C:5]([C:24]2[CH:29]=[CH:28][CH:27]=[CH:26][CH:25]=2)[C:4]=1[CH3:30])#[N:2].[Cl-].[Mg+2].[Cl-]. (2) Given the product [N:25]([CH2:24][CH2:23][CH2:22][N:14]1[C:15]2[C:20](=[CH:19][C:18]([CH3:21])=[CH:17][CH:16]=2)[C:12]([OH:29])([CH2:11][C:57]([C:55]2[CH:54]=[CH:53][CH:52]=[C:51]([O:50][CH3:49])[N:56]=2)=[O:59])[C:13]1=[O:28])=[N+:26]=[N-:27], predict the reactants needed to synthesize it. The reactants are: N1C2C(=CC=CC=2)C(C(=O)[CH2:11][C:12]2([OH:29])[C:20]3[C:15](=[CH:16][CH:17]=[C:18]([CH3:21])[CH:19]=3)[N:14]([CH2:22][CH2:23][CH2:24][N:25]=[N+:26]=[N-:27])[C:13]2=[O:28])=C1.N(CCCN1C2C(=CC(C)=CC=2)C(=O)C1=O)=[N+]=[N-].[CH3:49][O:50][C:51]1[N:56]=[C:55]([C:57](=[O:59])C)[CH:54]=[CH:53][CH:52]=1. (3) Given the product [CH2:10]([NH:9][C:1]([C:2]1[CH:15]=[CH:14][C:13]2[N:9]([CH2:7][CH3:8])[C:10]([CH2:21][C:22]3[N:23]([C:27]4[CH:32]=[C:31]([F:33])[CH:30]=[CH:29][C:28]=4[F:34])[N:24]=[CH:25][CH:26]=3)=[N:11][C:12]=2[CH:17]=1)=[O:5])[C:21]#[CH:22], predict the reactants needed to synthesize it. The reactants are: [C:1](Cl)(=[O:5])[C:2](Cl)=O.[CH2:7]([N:9]1[C:13]2[CH:14]=[CH:15]C(C([O-])=O)=[CH:17][C:12]=2[N:11]=[C:10]1[CH2:21][C:22]1[N:23]([C:27]2[CH:32]=[C:31]([F:33])[CH:30]=[CH:29][C:28]=2[F:34])[N:24]=[CH:25][CH:26]=1)[CH3:8].